Dataset: Catalyst prediction with 721,799 reactions and 888 catalyst types from USPTO. Task: Predict which catalyst facilitates the given reaction. (1) Reactant: [Cl:1][C:2]1[CH:3]=[C:4]([NH:9][CH2:10][C:11]([OH:13])=O)[CH:5]=[C:6]([Cl:8])[CH:7]=1.C1C=CC2N(O)N=NC=2C=1.Cl.CCN(C(C)C)C(C)C.[F:34][C:35]([F:50])([F:49])[C:36]([NH:38][CH:39]1[C:48]2[C:43](=[CH:44][CH:45]=[CH:46][CH:47]=2)[CH2:42][NH:41][CH2:40]1)=[O:37]. Product: [Cl:8][C:6]1[CH:5]=[C:4]([NH:9][CH2:10][C:11]([N:41]2[CH2:40][CH:39]([NH:38][C:36](=[O:37])[C:35]([F:50])([F:34])[F:49])[C:48]3[C:43](=[CH:44][CH:45]=[CH:46][CH:47]=3)[CH2:42]2)=[O:13])[CH:3]=[C:2]([Cl:1])[CH:7]=1. The catalyst class is: 31. (2) Reactant: [CH2:1]([O:3][C:4](=[O:41])[CH2:5][CH2:6][CH2:7][O:8][C:9]1[CH:14]=[CH:13][CH:12]=[C:11]([CH2:15][CH2:16][CH2:17][CH2:18][CH2:19][CH2:20][O:21][C:22]2[CH:27]=[C:26]([S:28]([CH2:31][CH3:32])(=[O:30])=[O:29])[CH:25]=[C:24](Br)[CH:23]=2)[C:10]=1[CH2:34][CH2:35][C:36]([O:38][CH2:39][CH3:40])=[O:37])[CH3:2].[S:42]1[CH:46]=[CH:45][C:44](B(O)O)=[CH:43]1.C(=O)([O-])[O-].[Cs+].[Cs+]. The catalyst class is: 140. Product: [CH2:1]([O:3][C:4](=[O:41])[CH2:5][CH2:6][CH2:7][O:8][C:9]1[CH:14]=[CH:13][CH:12]=[C:11]([CH2:15][CH2:16][CH2:17][CH2:18][CH2:19][CH2:20][O:21][C:22]2[CH:23]=[C:24]([C:44]3[CH:45]=[CH:46][S:42][CH:43]=3)[CH:25]=[C:26]([S:28]([CH2:31][CH3:32])(=[O:30])=[O:29])[CH:27]=2)[C:10]=1[CH2:34][CH2:35][C:36]([O:38][CH2:39][CH3:40])=[O:37])[CH3:2]. (3) Reactant: [F:1][C:2]1[N:7]=[C:6]([S:8](Cl)(=[O:10])=[O:9])[CH:5]=[CH:4][CH:3]=1.Cl.[F:13][C:14]1[CH:19]=[CH:18][CH:17]=[CH:16][C:15]=1[CH:20]1[CH2:25][CH2:24][NH:23][CH2:22][CH2:21]1. Product: [F:1][C:2]1[CH:3]=[CH:4][CH:5]=[C:6]([S:8]([N:23]2[CH2:24][CH2:25][CH:20]([C:15]3[CH:16]=[CH:17][CH:18]=[CH:19][C:14]=3[F:13])[CH2:21][CH2:22]2)(=[O:10])=[O:9])[N:7]=1. The catalyst class is: 22. (4) Reactant: CC([C:4]1[CH:9]=[CH:8][C:7]([F:10])=[CH:6][CH:5]=1)=O.C=O.[ClH:13].[CH3:14][NH:15][CH3:16].[CH3:17][C:18]([CH3:20])=[O:19]. Product: [ClH:13].[F:10][C:7]1[CH:8]=[CH:9][C:4]([CH2:17][C:18](=[O:19])[CH2:20][N:15]([CH3:16])[CH3:14])=[CH:5][CH:6]=1. The catalyst class is: 8.